Predict the reaction yield, written as a fraction of the theoretical maximum amount of product (1.0 means a 100% yield; for example, 0.34 means a 34% yield). From a dataset of Reaction yield outcomes from USPTO patents with 853,638 reactions. (1) The reactants are FC1C=CC(CN)=CC=1.[NH2:10][CH2:11][C:12]1[CH:17]=[CH:16][CH:15]=[CH:14][N:13]=1.[CH2:18]([N:25]1[CH2:29][CH2:28][N:27]([C:30]2[S:31][C:32]([C:36](O)=[O:37])=[C:33]([CH3:35])[N:34]=2)[C:26]1=[O:39])[C:19]1[CH:24]=[CH:23][CH:22]=[CH:21][CH:20]=1. No catalyst specified. The product is [CH2:18]([N:25]1[CH2:29][CH2:28][N:27]([C:30]2[S:31][C:32]([C:36]([NH:10][CH2:11][C:12]3[CH:17]=[CH:16][CH:15]=[CH:14][N:13]=3)=[O:37])=[C:33]([CH3:35])[N:34]=2)[C:26]1=[O:39])[C:19]1[CH:24]=[CH:23][CH:22]=[CH:21][CH:20]=1. The yield is 0.430. (2) The reactants are [NH2:1][C:2]1[N:7]=[C:6]([NH:8]/[C:9](/[NH:23][CH2:24][C:25]2[CH:30]=[CH:29][CH:28]=[CH:27][C:26]=2[C:31]([F:34])([F:33])[F:32])=[N:10]\[C:11](=[O:22])[C:12]2[CH:17]=[CH:16][C:15]([C:18]([F:21])([F:20])[F:19])=[CH:14][CH:13]=2)[CH:5]=[CH:4][CH:3]=1.N1C=CC=CC=1.[S:41](Cl)([CH3:44])(=[O:43])=[O:42]. The catalyst is ClCCl. The product is [CH3:44][S:41]([NH:1][C:2]1[N:7]=[C:6]([NH:8]/[C:9](/[NH:23][CH2:24][C:25]2[CH:30]=[CH:29][CH:28]=[CH:27][C:26]=2[C:31]([F:34])([F:32])[F:33])=[N:10]\[C:11](=[O:22])[C:12]2[CH:17]=[CH:16][C:15]([C:18]([F:19])([F:20])[F:21])=[CH:14][CH:13]=2)[CH:5]=[CH:4][CH:3]=1)(=[O:43])=[O:42]. The yield is 0.410.